This data is from Reaction yield outcomes from USPTO patents with 853,638 reactions. The task is: Predict the reaction yield, written as a fraction of the theoretical maximum amount of product (1.0 means a 100% yield; for example, 0.34 means a 34% yield). (1) The reactants are [OH:1][CH2:2][CH2:3][N:4]1[C:12]2[C:7](=[CH:8][C:9]([N+:13]([O-])=O)=[CH:10][CH:11]=2)[CH:6]=[C:5]1[C:16]([CH3:21])([CH3:20])[CH2:17][CH2:18][OH:19]. The catalyst is [Ni].CO. The product is [NH2:13][C:9]1[CH:8]=[C:7]2[C:12](=[CH:11][CH:10]=1)[N:4]([CH2:3][CH2:2][OH:1])[C:5]([C:16]([CH3:21])([CH3:20])[CH2:17][CH2:18][OH:19])=[CH:6]2. The yield is 0.260. (2) The reactants are [Br:1][C:2]1[CH:10]=[CH:9][C:5]([C:6](O)=[O:7])=[CH:4][C:3]=1[CH3:11].B. The catalyst is C1COCC1. The product is [Br:1][C:2]1[CH:10]=[CH:9][C:5]([CH2:6][OH:7])=[CH:4][C:3]=1[CH3:11]. The yield is 0.980. (3) The reactants are [C:1]([O:5][C:6]([N:8]1[CH2:13][CH2:12][CH:11]([OH:14])[CH2:10][CH2:9]1)=[O:7])([CH3:4])([CH3:3])[CH3:2].[N+](=[CH:17][C:18]([O:20][CH2:21][CH3:22])=[O:19])=[N-]. The catalyst is C(Cl)Cl.CC([O-])=O.CC([O-])=O.CC([O-])=O.CC([O-])=O.[Rh+2].[Rh+2]. The product is [CH2:21]([O:20][C:18](=[O:19])[CH2:17][O:14][CH:11]1[CH2:12][CH2:13][N:8]([C:6]([O:5][C:1]([CH3:4])([CH3:2])[CH3:3])=[O:7])[CH2:9][CH2:10]1)[CH3:22]. The yield is 0.760. (4) The reactants are Cl[C:2]1[N:7]=[C:6]([N:8]2[CH2:13][CH2:12][O:11][CH2:10][CH2:9]2)[N:5]=[C:4]([N:14]2[CH2:19][CH2:18][O:17][CH2:16][CH2:15]2)[N:3]=1.C(=O)([O-])[O-].[Na+].[Na+].[NH2:26][C:27]1[CH:32]=[CH:31][C:30](B2OC(C)(C)C(C)(C)O2)=[CH:29][CH:28]=1. The catalyst is C1C=CC([P]([Pd]([P](C2C=CC=CC=2)(C2C=CC=CC=2)C2C=CC=CC=2)([P](C2C=CC=CC=2)(C2C=CC=CC=2)C2C=CC=CC=2)[P](C2C=CC=CC=2)(C2C=CC=CC=2)C2C=CC=CC=2)(C2C=CC=CC=2)C2C=CC=CC=2)=CC=1.COCCOC. The product is [N:14]1([C:4]2[N:5]=[C:6]([N:8]3[CH2:13][CH2:12][O:11][CH2:10][CH2:9]3)[N:7]=[C:2]([C:30]3[CH:31]=[CH:32][C:27]([NH2:26])=[CH:28][CH:29]=3)[N:3]=2)[CH2:19][CH2:18][O:17][CH2:16][CH2:15]1. The yield is 0.830. (5) The reactants are [Br:1][C:2]1[CH:3]=[C:4]([CH3:21])[CH:5]=[C:6]2[C:11]=1[NH:10][CH:9]([C:12]([F:15])([F:14])[F:13])[C:8]([C:16]([O:18]CC)=[O:17])=[CH:7]2.[OH-].[Li+].Cl.C(OCC)C. The catalyst is CO.O1CCCC1.O. The product is [Br:1][C:2]1[CH:3]=[C:4]([CH3:21])[CH:5]=[C:6]2[C:11]=1[NH:10][CH:9]([C:12]([F:14])([F:15])[F:13])[C:8]([C:16]([OH:18])=[O:17])=[CH:7]2. The yield is 0.820. (6) The reactants are C(OC([N:8]1[CH2:12][CH2:11][CH2:10][CH:9]1[C:13](=[O:32])[NH:14][C:15]1[CH:20]=[CH:19][C:18]([C:21]2[CH:26]=[CH:25][CH:24]=[CH:23][C:22]=2[S:27]([CH3:30])(=[O:29])=[O:28])=[CH:17][C:16]=1[Cl:31])=O)(C)(C)C.FC(F)(F)C(O)=O. The catalyst is C(Cl)Cl.C(Cl)(Cl)Cl. The product is [Cl:31][C:16]1[CH:17]=[C:18]([C:21]2[CH:26]=[CH:25][CH:24]=[CH:23][C:22]=2[S:27]([CH3:30])(=[O:28])=[O:29])[CH:19]=[CH:20][C:15]=1[NH:14][C:13]([CH:9]1[CH2:10][CH2:11][CH2:12][NH:8]1)=[O:32]. The yield is 1.00. (7) The reactants are [CH3:1][N:2]1[C:10]2[C:5](=[CH:6][CH:7]=[CH:8][C:9]=2[CH3:11])[CH:4]=[CH:3]1.CN(CCN(C)C)C.C([Li])CCC.CN([CH:28]=[O:29])C.[NH4+].[Cl-]. The catalyst is C(OCC)C. The product is [CH3:1][N:2]1[C:10]2[C:5](=[CH:6][CH:7]=[CH:8][C:9]=2[CH3:11])[CH:4]=[C:3]1[CH:28]=[O:29]. The yield is 0.460.